Dataset: Catalyst prediction with 721,799 reactions and 888 catalyst types from USPTO. Task: Predict which catalyst facilitates the given reaction. (1) Reactant: [C:1]([Si:5]([CH3:13])([CH3:12])[O:6][CH2:7][CH2:8][CH:9]1[CH2:11][O:10]1)([CH3:4])([CH3:3])[CH3:2].[N-:14]=[N+:15]=[N-:16].[Na+].[NH4+].[Cl-]. Product: [N:14]([CH2:11][CH:9]([OH:10])[CH2:8][CH2:7][O:6][Si:5]([C:1]([CH3:4])([CH3:3])[CH3:2])([CH3:13])[CH3:12])=[N+:15]=[N-:16]. The catalyst class is: 5. (2) Reactant: [NH2:1][C:2]1[CH:7]=[CH:6][C:5]([C:8]2[N:9]=[CH:10][C:11]3[N:12]([N:14]=[C:15]([NH:17][C:18]4[CH:25]=[CH:24][CH:23]=[CH:22][C:19]=4[C:20]#[N:21])[N:16]=3)[CH:13]=2)=[CH:4][CH:3]=1.C(=O)([O-])[O-].[K+].[K+].[C:32]1([CH2:38][C:39](O)=[O:40])[CH:37]=[CH:36][CH:35]=[CH:34][CH:33]=1.CN(C(ON1N=NC2C=CC=CC1=2)=[N+](C)C)C.[B-](F)(F)(F)F. Product: [C:20]([C:19]1[CH:22]=[CH:23][CH:24]=[CH:25][C:18]=1[NH:17][C:15]1[N:16]=[C:11]2[CH:10]=[N:9][C:8]([C:5]3[CH:6]=[CH:7][C:2]([NH:1][C:39](=[O:40])[CH2:38][C:32]4[CH:37]=[CH:36][CH:35]=[CH:34][CH:33]=4)=[CH:3][CH:4]=3)=[CH:13][N:12]2[N:14]=1)#[N:21]. The catalyst class is: 18. (3) Reactant: CCN(C(C)C)C(C)C.Cl.[N:11]1[CH:16]=[CH:15][CH:14]=[C:13]([C:17]2[NH:21][N:20]=[C:19]([C:22]([OH:24])=O)[CH:18]=2)[CH:12]=1.C1(C2NN=C(C(O)=O)C=2)C=CC=CC=1.C(C1C=NC=CC=1)(=O)C.C1C=CC2N(O)N=NC=2C=1.CCN=C=NCCCN(C)C.Cl.Cl.[NH2:71][CH2:72][C:73]([N:75]1[CH2:80][CH2:79][CH:78]([O:81][C:82]2[CH:87]=[CH:86][CH:85]=[CH:84][C:83]=2[Cl:88])[CH2:77][CH2:76]1)=[O:74]. Product: [Cl:88][C:83]1[CH:84]=[CH:85][CH:86]=[CH:87][C:82]=1[O:81][CH:78]1[CH2:77][CH2:76][N:75]([C:73](=[O:74])[CH2:72][NH:71][C:22]([C:19]2[CH:18]=[C:17]([C:13]3[CH:12]=[N:11][CH:16]=[CH:15][CH:14]=3)[NH:21][N:20]=2)=[O:24])[CH2:80][CH2:79]1. The catalyst class is: 18. (4) Reactant: [CH2:1]([O:3][C:4](=[O:19])[CH:5]([O:15][CH:16]([CH3:18])[CH3:17])[CH2:6][C:7]1[CH:12]=[CH:11][C:10]([OH:13])=[C:9]([F:14])[CH:8]=1)[CH3:2].[CH3:20][C:21]1[N:22]=[C:23]([C:28]2[CH:33]=[CH:32][C:31]([C:34]([F:37])([F:36])[F:35])=[CH:30][CH:29]=2)[S:24][C:25]=1[CH2:26]O.C1(P(C2C=CC=CC=2)C2C=CC=CC=2)C=CC=CC=1.N(C(OCC)=O)=NC(OCC)=O. Product: [CH2:1]([O:3][C:4](=[O:19])[CH:5]([O:15][CH:16]([CH3:18])[CH3:17])[CH2:6][C:7]1[CH:12]=[CH:11][C:10]([O:13][CH2:26][C:25]2[S:24][C:23]([C:28]3[CH:29]=[CH:30][C:31]([C:34]([F:37])([F:35])[F:36])=[CH:32][CH:33]=3)=[N:22][C:21]=2[CH3:20])=[C:9]([F:14])[CH:8]=1)[CH3:2]. The catalyst class is: 7. (5) Reactant: [CH2:1]([CH:3]([CH2:16][CH2:17][CH2:18][CH3:19])[CH2:4][O:5][C:6]([N:8]1[CH2:13][CH2:12][CH:11]([CH2:14]O)[CH2:10][CH2:9]1)=[O:7])[CH3:2].C1(P(C2C=CC=CC=2)C2C=CC=CC=2)C=CC=CC=1.[Br:39]N1C(=O)CCC1=O. Product: [CH2:1]([CH:3]([CH2:16][CH2:17][CH2:18][CH3:19])[CH2:4][O:5][C:6]([N:8]1[CH2:13][CH2:12][CH:11]([CH2:14][Br:39])[CH2:10][CH2:9]1)=[O:7])[CH3:2]. The catalyst class is: 4. (6) Reactant: Cl.Cl.[S:3]1[C:7]2[CH:8]=[CH:9][CH:10]=[CH:11][C:6]=2[N:5]=[C:4]1[NH:12][C:13]([C:15]1[CH:16]=[CH:17][CH:18]=[C:19]2[C:24]=1[CH2:23][NH:22][CH2:21][CH2:20]2)=[O:14].Cl[C:26]1[S:27][C:28]([I:35])=[C:29]([C:31]([O:33][CH3:34])=[O:32])[N:30]=1.C([O-])([O-])=O.[Cs+].[Cs+].Cl. Product: [S:3]1[C:7]2[CH:8]=[CH:9][CH:10]=[CH:11][C:6]=2[N:5]=[C:4]1[NH:12][C:13]([C:15]1[CH:16]=[CH:17][CH:18]=[C:19]2[C:24]=1[CH2:23][N:22]([C:26]1[S:27][C:28]([I:35])=[C:29]([C:31]([O:33][CH3:34])=[O:32])[N:30]=1)[CH2:21][CH2:20]2)=[O:14]. The catalyst class is: 44. (7) Reactant: [ClH:1].C[N:3]([CH3:12])CCCN=C=NCC.[OH2:13].O[N:15]1[C:19]2[CH:20]=[CH:21][CH:22]=[CH:23][C:18]=2N=N1.[CH3:24][C:25]1[NH:26][C:27]([C:33]2C=CC=CC=2)=C(C(O)=O)N=1.C(N(CC)CC)C. Product: [ClH:1].[ClH:1].[N:15]1([C:19]2[CH:18]=[C:23]([CH:22]=[CH:21][CH:20]=2)[C:12]([NH2:3])=[O:13])[CH2:24][CH2:25][NH:26][CH2:27][CH2:33]1. The catalyst class is: 4.